This data is from Human liver microsome stability data. The task is: Regression/Classification. Given a drug SMILES string, predict its absorption, distribution, metabolism, or excretion properties. Task type varies by dataset: regression for continuous measurements (e.g., permeability, clearance, half-life) or binary classification for categorical outcomes (e.g., BBB penetration, CYP inhibition). Dataset: hlm. The molecule is COC(=O)c1cc(N)c(Nc2ccc(C#N)cc2)cc1Oc1c(Br)cc(CCC#N)cc1OC. The result is 0 (unstable in human liver microsomes).